Dataset: Reaction yield outcomes from USPTO patents with 853,638 reactions. Task: Predict the reaction yield, written as a fraction of the theoretical maximum amount of product (1.0 means a 100% yield; for example, 0.34 means a 34% yield). (1) The reactants are Cl[C:2]1[C:19]2[C:6](=[C:7]3[C:16](=[CH:17][CH:18]=2)[C:15]2[C:10](=[CH:11][CH:12]=[CH:13][CH:14]=2)[S:9](=[O:21])(=[O:20])[NH:8]3)[N:5]=[CH:4][CH:3]=1.[CH3:22][N:23]([CH3:27])[CH2:24][CH2:25][NH2:26].CCN(C(C)C)C(C)C. The catalyst is CCCCO. The product is [O:20]=[S:9]1(=[O:21])[C:10]2[C:15](=[CH:14][CH:13]=[CH:12][CH:11]=2)[C:16]2[C:7](=[C:6]3[C:19](=[CH:18][CH:17]=2)[C:2]([NH:26][CH2:25][CH2:24][N:23]([CH3:27])[CH3:22])=[CH:3][CH:4]=[N:5]3)[NH:8]1. The yield is 0.260. (2) The reactants are [NH2:1][C:2]1[CH:7]=[CH:6][C:5]([CH:8]([CH2:12][CH:13]2[CH2:17][CH2:16][CH2:15][CH2:14]2)[C:9]([OH:11])=[O:10])=[CH:4][CH:3]=1.C(N(CC)C(C)C)(C)C.[C:27](Cl)(=[O:34])[C:28]1[CH:33]=[CH:32][CH:31]=[CH:30][CH:29]=1. The catalyst is O1CCCC1. The product is [C:27]([NH:1][C:2]1[CH:3]=[CH:4][C:5]([CH:8]([CH2:12][CH:13]2[CH2:17][CH2:16][CH2:15][CH2:14]2)[C:9]([OH:11])=[O:10])=[CH:6][CH:7]=1)(=[O:34])[C:28]1[CH:33]=[CH:32][CH:31]=[CH:30][CH:29]=1. The yield is 0.579. (3) The reactants are [CH3:1][O:2][C:3](=[O:21])[C:4]1[CH:9]=[CH:8][CH:7]=[C:6]([O:10][C:11]2[CH:16]=[CH:15][C:14]([Cl:17])=[CH:13][C:12]=2[N+:18]([O-])=O)[CH:5]=1.Cl[Sn]Cl. No catalyst specified. The product is [CH3:1][O:2][C:3](=[O:21])[C:4]1[CH:9]=[CH:8][CH:7]=[C:6]([O:10][C:11]2[CH:16]=[CH:15][C:14]([Cl:17])=[CH:13][C:12]=2[NH2:18])[CH:5]=1. The yield is 0.950.